From a dataset of Peptide-MHC class I binding affinity with 185,985 pairs from IEDB/IMGT. Regression. Given a peptide amino acid sequence and an MHC pseudo amino acid sequence, predict their binding affinity value. This is MHC class I binding data. (1) The peptide sequence is MAMGILHTI. The MHC is BoLA-JSP.1 with pseudo-sequence BoLA-JSP.1. The binding affinity (normalized) is 0.0641. (2) The peptide sequence is IVTRIVELL. The MHC is HLA-A29:02 with pseudo-sequence HLA-A29:02. The binding affinity (normalized) is 0.0240. (3) The binding affinity (normalized) is 0.0847. The peptide sequence is SFWFFHPPY. The MHC is HLA-A26:01 with pseudo-sequence HLA-A26:01. (4) The binding affinity (normalized) is 0. The peptide sequence is ISIRPRVTK. The MHC is HLA-B07:02 with pseudo-sequence HLA-B07:02. (5) The peptide sequence is VSDLYTSMR. The MHC is HLA-A11:01 with pseudo-sequence HLA-A11:01. The binding affinity (normalized) is 0.219.